This data is from Full USPTO retrosynthesis dataset with 1.9M reactions from patents (1976-2016). The task is: Predict the reactants needed to synthesize the given product. (1) Given the product [NH2:42][C:39]1[N:40]=[CH:41][C:36]([C:22]2[CH:23]=[CH:24][C:25]([C:2]3[CH:7]=[CH:6][CH:5]=[CH:4][C:3]=3[S:8]([N:11]3[CH2:14][C:13]([C:16]([F:19])([F:18])[F:17])([OH:15])[CH2:12]3)(=[O:10])=[O:9])=[CH:26][C:21]=2[F:20])=[CH:37][N:38]=1, predict the reactants needed to synthesize it. The reactants are: Br[C:2]1[CH:7]=[CH:6][CH:5]=[CH:4][C:3]=1[S:8]([N:11]1[CH2:14][C:13]([C:16]([F:19])([F:18])[F:17])([OH:15])[CH2:12]1)(=[O:10])=[O:9].[F:20][C:21]1[CH:26]=[C:25](B2OC(C)(C)C(C)(C)O2)[CH:24]=[CH:23][C:22]=1[C:36]1[CH:37]=[N:38][C:39]([NH2:42])=[N:40][CH:41]=1. (2) Given the product [NH:25]([C:42]([O:44][C:45]([CH3:48])([CH3:47])[CH3:46])=[O:43])[C@@H:26]([C:31]([NH:33][C@H:34]([C:39]([NH:49][C@H:50]([C:72]([N:74]1[CH2:83][CH2:82][CH2:81][C@H:75]1[C:76]([NH:78][CH2:79][CH3:80])=[O:77])=[O:73])[CH2:51][CH2:52][CH2:53][NH:54][C:55](=[NH:71])[NH:56][S:57]([C:60]1[C:69]([CH3:70])=[C:67]([CH3:68])[C:64]([O:65][CH3:66])=[CH:63][C:61]=1[CH3:62])(=[O:59])=[O:58])=[O:41])[CH2:35][CH:36]([CH3:37])[CH3:38])=[O:32])[CH2:27][CH:28]([CH3:29])[CH3:30], predict the reactants needed to synthesize it. The reactants are: CN(C(ON1N=NC2C=CC=CC1=2)=[N+](C)C)C.F[P-](F)(F)(F)(F)F.[NH:25]([C:42]([O:44][C:45]([CH3:48])([CH3:47])[CH3:46])=[O:43])[C@@H:26]([C:31]([NH:33][C@H:34]([C:39]([OH:41])=O)[CH2:35][CH:36]([CH3:38])[CH3:37])=[O:32])[CH2:27][CH:28]([CH3:30])[CH3:29].[NH2:49][C@H:50]([C:72]([N:74]1[CH2:83][CH2:82][CH2:81][C@H:75]1[C:76]([NH:78][CH2:79][CH3:80])=[O:77])=[O:73])[CH2:51][CH2:52][CH2:53][NH:54][C:55](=[NH:71])[NH:56][S:57]([C:60]1[C:69]([CH3:70])=[C:67]([CH3:68])[C:64]([O:65][CH3:66])=[CH:63][C:61]=1[CH3:62])(=[O:59])=[O:58].C(N(CC)CC)C. (3) Given the product [CH2:1]([N:8]([CH2:15][C:16]#[C:17][C:19]1[CH:20]=[C:21]2[C:34](=[CH:35][CH:36]=1)[CH2:33][C:23]1([C:31]3[C:26](=[N:27][CH:28]=[CH:29][CH:30]=3)[NH:25][C:24]1=[O:32])[CH2:22]2)[C:9](=[O:14])[C:10]([CH3:12])([CH3:13])[CH3:11])[C:2]1[CH:7]=[CH:6][CH:5]=[CH:4][CH:3]=1, predict the reactants needed to synthesize it. The reactants are: [CH2:1]([N:8]([CH2:15][C:16]#[CH:17])[C:9](=[O:14])[C:10]([CH3:13])([CH3:12])[CH3:11])[C:2]1[CH:7]=[CH:6][CH:5]=[CH:4][CH:3]=1.Br[C:19]1[CH:20]=[C:21]2[C:34](=[CH:35][CH:36]=1)[CH2:33][C:23]1([C:31]3[C:26](=[N:27][CH:28]=[CH:29][CH:30]=3)[NH:25][C:24]1=[O:32])[CH2:22]2.CC1C=CC=CC=1P(C1C=CC=CC=1C)C1C=CC=CC=1C.C(N(CC)CC)C. (4) Given the product [ClH:40].[ClH:40].[NH2:28][C:27]1[N:23]([C:19]2[N:18]=[CH:17][N:16]=[C:15]([NH:14][C@H:10]3[CH2:11][CH2:12][CH2:13][NH:8][CH2:9]3)[C:20]=2[O:21][CH3:22])[N:24]=[C:25]([NH:29][C:30]2[CH:35]=[CH:34][C:33]([S:36](=[O:38])(=[O:39])[NH2:37])=[CH:32][CH:31]=2)[N:26]=1, predict the reactants needed to synthesize it. The reactants are: C(OC([N:8]1[CH2:13][CH2:12][CH2:11][C@H:10]([NH:14][C:15]2[C:20]([O:21][CH3:22])=[C:19]([N:23]3[C:27]([NH2:28])=[N:26][C:25]([NH:29][C:30]4[CH:35]=[CH:34][C:33]([S:36](=[O:39])(=[O:38])[NH2:37])=[CH:32][CH:31]=4)=[N:24]3)[N:18]=[CH:17][N:16]=2)[CH2:9]1)=O)(C)(C)C.[ClH:40]. (5) Given the product [CH2:9]([N:16]1[CH2:23][CH2:22][C:8]([CH2:7][OH:6])([OH:3])[CH2:18][CH2:17]1)[C:10]1[CH:15]=[CH:14][CH:13]=[CH:12][CH:11]=1, predict the reactants needed to synthesize it. The reactants are: [OH-].[K+].[O:3]1[CH2:8][CH2:7][O:6]CC1.[CH2:9]([N:16]1[CH2:23][CH2:22]C2(CO2)[CH2:18][CH2:17]1)[C:10]1[CH:15]=[CH:14][CH:13]=[CH:12][CH:11]=1.Cl. (6) Given the product [F:3][C:4]1[CH:5]=[C:6]([C:10]2[CH:18]=[C:17]3[C:13]([CH2:14][CH2:15][CH:16]3[NH:19][C:20]3[CH:21]=[C:22]([CH:31]=[CH:32][CH:33]=3)[O:23][CH2:24][C:25]([OH:27])=[O:26])=[CH:12][CH:11]=2)[CH:7]=[CH:8][CH:9]=1, predict the reactants needed to synthesize it. The reactants are: [OH-].[Li+].[F:3][C:4]1[CH:5]=[C:6]([C:10]2[CH:18]=[C:17]3[C:13]([CH2:14][CH2:15][CH:16]3[NH:19][C:20]3[CH:21]=[C:22]([CH:31]=[CH:32][CH:33]=3)[O:23][CH2:24][C:25]([O:27]C(C)C)=[O:26])=[CH:12][CH:11]=2)[CH:7]=[CH:8][CH:9]=1. (7) Given the product [ClH:1].[NH2:24][C@@H:20]1[CH2:21][CH2:22][CH2:23][N:18]([C:3]2[C:2]([Cl:1])=[CH:7][N:6]=[C:5]3[NH:8][CH:9]=[C:10]([NH:11][C:12](=[O:17])[CH2:13][CH:14]([CH3:15])[CH3:16])[C:4]=23)[CH2:19]1, predict the reactants needed to synthesize it. The reactants are: [Cl:1][C:2]1[C:3]([N:18]2[CH2:23][CH2:22][CH2:21][C@@H:20]([NH:24]C(=O)OC(C)(C)C)[CH2:19]2)=[C:4]2[C:10]([NH:11][C:12](=[O:17])[CH2:13][CH:14]([CH3:16])[CH3:15])=[CH:9][NH:8][C:5]2=[N:6][CH:7]=1.